From a dataset of Forward reaction prediction with 1.9M reactions from USPTO patents (1976-2016). Predict the product of the given reaction. (1) Given the reactants Br[CH2:2][C:3]([C:5]1[CH:6]=[N:7][CH:8]=[CH:9][CH:10]=1)=O.[C:11]([O:17][CH2:18][C:19]([NH2:21])=[S:20])(=[O:16])[C:12]([CH3:15])([CH3:14])[CH3:13], predict the reaction product. The product is: [N:7]1[CH:8]=[CH:9][CH:10]=[C:5]([C:3]2[N:21]=[C:19]([CH2:18][O:17][C:11](=[O:16])[C:12]([CH3:14])([CH3:13])[CH3:15])[S:20][CH:2]=2)[CH:6]=1. (2) Given the reactants [CH2:1]([O:3][C:4]([C:6]1[C:7]([CH3:11])=[N:8][NH:9][CH:10]=1)=[O:5])[CH3:2].C(=O)([O-])[O-].[K+].[K+].F[C:19]1[C:26]([F:27])=[CH:25][CH:24]=[CH:23][C:20]=1[C:21]#[N:22].O, predict the reaction product. The product is: [CH2:1]([O:3][C:4]([C:6]1[C:7]([CH3:11])=[N:8][N:9]([C:19]2[C:26]([F:27])=[CH:25][CH:24]=[CH:23][C:20]=2[C:21]#[N:22])[CH:10]=1)=[O:5])[CH3:2]. (3) Given the reactants [OH:1][C:2]1[C:9]([CH3:10])=[CH:8][C:5]([CH:6]=[O:7])=[CH:4][C:3]=1[CH3:11].[F:12][C:13]([F:26])([F:25])[S:14](O[S:14]([C:13]([F:26])([F:25])[F:12])(=[O:16])=[O:15])(=[O:16])=[O:15], predict the reaction product. The product is: [F:12][C:13]([F:26])([F:25])[S:14]([O:1][C:2]1[C:3]([CH3:11])=[CH:4][C:5]([CH:6]=[O:7])=[CH:8][C:9]=1[CH3:10])(=[O:16])=[O:15]. (4) The product is: [ClH:23].[C:1]([C:5]1[CH:30]=[CH:29][C:8]([C:9]([NH:11][C:12]2[CH:27]=[C:26]([Cl:28])[CH:25]=[CH:24][C:13]=2[C:14]([NH:16][C:17]2[CH:22]=[CH:21][C:20]([Cl:23])=[CH:19][N:18]=2)=[O:15])=[O:10])=[C:7]([O:31][CH:32]2[CH2:37][CH2:36][NH:35][CH2:34][CH2:33]2)[CH:6]=1)([CH3:4])([CH3:2])[CH3:3]. Given the reactants [C:1]([C:5]1[CH:30]=[CH:29][C:8]([C:9]([NH:11][C:12]2[CH:27]=[C:26]([Cl:28])[CH:25]=[CH:24][C:13]=2[C:14]([NH:16][C:17]2[CH:22]=[CH:21][C:20]([Cl:23])=[CH:19][N:18]=2)=[O:15])=[O:10])=[C:7]([O:31][CH:32]2[CH2:37][CH2:36][N:35](C(OC(C)(C)C)=O)[CH2:34][CH2:33]2)[CH:6]=1)([CH3:4])([CH3:3])[CH3:2], predict the reaction product.